Dataset: Reaction yield outcomes from USPTO patents with 853,638 reactions. Task: Predict the reaction yield, written as a fraction of the theoretical maximum amount of product (1.0 means a 100% yield; for example, 0.34 means a 34% yield). (1) The reactants are Br[CH2:2][C:3]([C:5]1[CH:10]=[CH:9][C:8]([F:11])=[CH:7][CH:6]=1)=O.[F:12][C:13]1[CH:18]=[CH:17][C:16]([CH2:19][CH2:20][NH:21][C:22]([NH2:24])=[S:23])=[CH:15][CH:14]=1.[H-].[Na+].Cl[CH2:28][C:29]1[CH:50]=[CH:49][C:32]([CH2:33][O:34][C:35]2[CH:40]=[CH:39][C:38]([CH2:41][CH2:42][C:43]([O:45]CC)=[O:44])=[C:37]([F:48])[CH:36]=2)=[CH:31][CH:30]=1.Cl. The catalyst is C(O)C.O1CCCC1.[OH-].[Na+].CN(C)C=O. The product is [F:48][C:37]1[CH:36]=[C:35]([O:34][CH2:33][C:32]2[CH:49]=[CH:50][C:29]([CH2:28][N:21]([CH2:20][CH2:19][C:16]3[CH:15]=[CH:14][C:13]([F:12])=[CH:18][CH:17]=3)[C:22]3[S:23][CH:2]=[C:3]([C:5]4[CH:10]=[CH:9][C:8]([F:11])=[CH:7][CH:6]=4)[N:24]=3)=[CH:30][CH:31]=2)[CH:40]=[CH:39][C:38]=1[CH2:41][CH2:42][C:43]([OH:45])=[O:44]. The yield is 0.440. (2) The yield is 0.110. The reactants are N([O-])=O.[Na+].[CH2:5]([C:7]1[CH:13]=[CH:12][CH:11]=[CH:10][C:8]=1[NH2:9])[CH3:6].Cl.C([O-])(=O)C.[Na+].[CH2:20]([CH:22](C(C)=O)[C:23]([O:25][CH2:26][CH3:27])=[O:24])[CH3:21].[OH-].[K+]. The product is [CH2:5]([C:7]1[CH:13]=[CH:12][CH:11]=[C:10]2[C:8]=1[NH:9][C:22]([C:23]([O:25][CH2:26][CH3:27])=[O:24])=[C:20]2[CH3:21])[CH3:6]. The catalyst is C(O)C.O. (3) The catalyst is CO. The product is [Br:3][C:4]1[C:5]([C:10]([OH:12])=[O:11])=[N:6][O:7][C:8]=1[CH3:9]. The reactants are [OH-].[Na+].[Br:3][C:4]1[C:5]([C:10]([O:12]C)=[O:11])=[N:6][O:7][C:8]=1[CH3:9].Cl. The yield is 0.860.